From a dataset of Forward reaction prediction with 1.9M reactions from USPTO patents (1976-2016). Predict the product of the given reaction. (1) Given the reactants [Br-].[CH:2]1([C:7]([C:23]2[CH:28]=[CH:27][CH:26]=[CH:25][CH:24]=2)([OH:22])[C:8]([O:10]C2CC[N+](CC(OC)=O)(C)C2)=[O:9])[CH2:6][CH2:5][CH2:4][CH2:3]1.[Br-].C1(C(C2C=CC=CC=2)(O)C(OC2CC[N+](CC(OCC)=O)(C)C2)=O)CCCC1.C1([Mg]Br)CCCC1.C(C(O)=O)(=O)C1C=CC=CC=1, predict the reaction product. The product is: [CH:2]1([C:7]([C:23]2[CH:28]=[CH:27][CH:26]=[CH:25][CH:24]=2)([OH:22])[C:8]([OH:10])=[O:9])[CH2:6][CH2:5][CH2:4][CH2:3]1. (2) Given the reactants C([Li])CCC.[Cl:6][C:7]1[CH:12]=[CH:11][CH:10]=[C:9]([F:13])[CH:8]=1.Cl[C:15]([O:17][CH3:18])=[O:16].O, predict the reaction product. The product is: [Cl:6][C:7]1[CH:12]=[CH:11][CH:10]=[C:9]([F:13])[C:8]=1[C:15]([O:17][CH3:18])=[O:16]. (3) Given the reactants C[O:2][C:3]1(OC)[CH2:8][CH2:7][N:6]([C:9]([O:11][C:12]([CH3:15])([CH3:14])[CH3:13])=[O:10])[CH2:5][CH:4]1[O:16][CH2:17][C:18]([CH3:20])=[CH2:19].C(OC(OC(C)(C)C)=O)(OC(C)(C)C)=O, predict the reaction product. The product is: [CH3:20][C:18](=[CH2:19])[CH2:17][O:16][CH:4]1[C:3](=[O:2])[CH2:8][CH2:7][N:6]([C:9]([O:11][C:12]([CH3:15])([CH3:14])[CH3:13])=[O:10])[CH2:5]1.